From a dataset of Full USPTO retrosynthesis dataset with 1.9M reactions from patents (1976-2016). Predict the reactants needed to synthesize the given product. (1) Given the product [CH:1]([CH:4]1[N:5]2[C:6](=[CH:29][C:28](=[O:30])[C:22]([C:23]([OH:25])=[O:24])=[CH:21]2)[C:7]2[CH:8]=[C:9]([O:16][CH3:17])[C:10]([O:14][CH3:15])=[CH:11][C:12]=2[CH2:13]1)([CH3:3])[CH3:2], predict the reactants needed to synthesize it. The reactants are: [CH:1]([CH:4]1[CH2:13][C:12]2[C:7](=[CH:8][C:9]([O:16][CH3:17])=[C:10]([O:14][CH3:15])[CH:11]=2)[CH:6]=[N:5]1)([CH3:3])[CH3:2].CN([CH:21]=[C:22]([C:28](=[O:30])[CH3:29])[C:23]([O:25]CC)=[O:24])C.Cl.O1CCOCC1. (2) Given the product [C:9]([O:13][C:14](=[O:35])[NH:15][CH:16]([C:26]([N:28]1[CH2:33][CH2:32][CH:31]([CH3:34])[CH2:30][CH2:29]1)=[O:27])[CH2:17][CH2:18][C:2]1[CH:7]=[CH:6][CH:5]=[CH:4][C:3]=1[Br:8])([CH3:10])([CH3:11])[CH3:12], predict the reactants needed to synthesize it. The reactants are: I[C:2]1[CH:7]=[CH:6][CH:5]=[CH:4][C:3]=1[Br:8].[C:9]([O:13][C:14](=[O:35])[NH:15][CH:16]([C:26]([N:28]1[CH2:33][CH2:32][CH:31]([CH3:34])[CH2:30][CH2:29]1)=[O:27])[CH2:17][CH2:18]C1C=CC=CC=1Cl)([CH3:12])([CH3:11])[CH3:10].